Dataset: Full USPTO retrosynthesis dataset with 1.9M reactions from patents (1976-2016). Task: Predict the reactants needed to synthesize the given product. (1) Given the product [CH2:5]([NH:7][C:8]([C:10]1[S:35][C:13]2[N:14]=[C:15]([NH2:34])[N:16]=[C:17]([C:18]3[CH:23]=[C:22]([OH:24])[C:21]([Cl:32])=[CH:20][C:19]=3[Cl:33])[C:12]=2[CH:11]=1)=[O:9])[CH3:6], predict the reactants needed to synthesize it. The reactants are: B(Cl)(Cl)Cl.[CH2:5]([NH:7][C:8]([C:10]1[S:35][C:13]2[N:14]=[C:15]([NH2:34])[N:16]=[C:17]([C:18]3[CH:23]=[C:22]([O:24]CC4C=CC=CC=4)[C:21]([Cl:32])=[CH:20][C:19]=3[Cl:33])[C:12]=2[CH:11]=1)=[O:9])[CH3:6].CO. (2) Given the product [CH3:33][O:32][C:31]1[C:22]([NH:21][C:2]2[C:3]3[C:10]4[CH2:11][CH2:12][CH:13]([C:15]([NH:17][CH:18]([CH3:20])[CH3:19])=[O:16])[CH2:14][C:9]=4[S:8][C:4]=3[N:5]=[CH:6][N:7]=2)=[CH:23][C:24]2[S:28][C:27](=[O:29])[NH:26][C:25]=2[CH:30]=1, predict the reactants needed to synthesize it. The reactants are: Cl[C:2]1[C:3]2[C:10]3[CH2:11][CH2:12][CH:13]([C:15]([NH:17][CH:18]([CH3:20])[CH3:19])=[O:16])[CH2:14][C:9]=3[S:8][C:4]=2[N:5]=[CH:6][N:7]=1.[NH2:21][C:22]1[C:31]([O:32][CH3:33])=[CH:30][C:25]2[NH:26][C:27](=[O:29])[S:28][C:24]=2[CH:23]=1. (3) Given the product [OH:1][NH:8][C:7](=[NH:14])[C:6]1[CH:9]=[CH:10][CH:11]=[CH:12][C:5]=1[O:4][CH3:3], predict the reactants needed to synthesize it. The reactants are: [OH-:1].[K+].[CH3:3][O:4][C:5]1[CH:12]=[CH:11][CH:10]=[CH:9][C:6]=1[C:7]#[N:8].Cl.[NH2:14]O. (4) Given the product [Cl:1][C:2]1[CH:7]=[C:6]2[NH:8][C:9](=[O:31])[C:10]3([CH:15]([C:16]4[CH:21]=[C:20]([C:22]([N:39]5[CH2:40][CH2:41][N:36]([S:33]([CH3:32])(=[O:35])=[O:34])[CH2:37][CH2:38]5)=[O:23])[CH:19]=[C:18]([Cl:25])[CH:17]=4)[CH2:14][C:13](=[O:26])[NH:12][CH:11]3[C:27](=[CH2:30])[CH2:28][CH3:29])[C:5]2=[CH:4][CH:3]=1, predict the reactants needed to synthesize it. The reactants are: [Cl:1][C:2]1[CH:7]=[C:6]2[NH:8][C:9](=[O:31])[C:10]3([CH:15]([C:16]4[CH:21]=[C:20]([C:22](F)=[O:23])[CH:19]=[C:18]([Cl:25])[CH:17]=4)[CH2:14][C:13](=[O:26])[NH:12][CH:11]3[C:27](=[CH2:30])[CH2:28][CH3:29])[C:5]2=[CH:4][CH:3]=1.[CH3:32][S:33]([N:36]1[CH2:41][CH2:40][NH:39][CH2:38][CH2:37]1)(=[O:35])=[O:34].CN1CCOCC1. (5) Given the product [OH:68][C:65]1[CH:66]=[CH:67][C:58]([C@H:9]([CH2:10][NH:11][CH2:71][CH2:72][CH2:73][CH2:74][CH2:75][CH2:76][O:77][CH2:78][CH2:79][CH2:80][CH2:81][C:82]2[CH:87]=[CH:86][C:85]([N:88]([CH3:123])[C:89]([C:91]3[CH:92]=[C:93]([S:97]([C:100]4[CH:101]=[C:102]5[C:107](=[C:108]([CH3:110])[CH:109]=4)[N:106]=[CH:105][C:104]([C:111]([NH2:113])=[O:112])=[C:103]5[NH:114][C:115]4[CH:120]=[CH:119][CH:118]=[C:117]([O:121][CH3:122])[CH:116]=4)(=[O:99])=[O:98])[CH:94]=[CH:95][CH:96]=3)=[O:90])=[CH:84][CH:83]=2)[O:8][Si:1]([CH3:2])([CH3:3])[C:4]([CH3:5])([CH3:6])[CH3:7])=[C:59]2[C:64]=1[NH:63][C:62](=[O:69])[CH:61]=[CH:60]2, predict the reactants needed to synthesize it. The reactants are: [Si:1]([O:8][C@H:9]([C:58]1[CH:67]=[CH:66][C:65]([OH:68])=[C:64]2[C:59]=1[CH:60]=[CH:61][C:62](=[O:69])[NH:63]2)[CH2:10][NH:11]CCCC#CC1C=C(NC(C2C=C(S(C3C=C4C(=C(C)C=3)N=CC(C(N)=O)=C4NC3C=CC=C(OC)C=3)(=O)=O)C=CC=2)=O)C=CC=1)([C:4]([CH3:7])([CH3:6])[CH3:5])([CH3:3])[CH3:2].Br[CH2:71][CH2:72][CH2:73][CH2:74][CH2:75][CH2:76][O:77][CH2:78][CH2:79][CH2:80][CH2:81][C:82]1[CH:87]=[CH:86][C:85]([N:88]([CH3:123])[C:89]([C:91]2[CH:92]=[C:93]([S:97]([C:100]3[CH:101]=[C:102]4[C:107](=[C:108]([CH3:110])[CH:109]=3)[N:106]=[CH:105][C:104]([C:111]([NH2:113])=[O:112])=[C:103]4[NH:114][C:115]3[CH:120]=[CH:119][CH:118]=[C:117]([O:121][CH3:122])[CH:116]=3)(=[O:99])=[O:98])[CH:94]=[CH:95][CH:96]=2)=[O:90])=[CH:84][CH:83]=1. (6) Given the product [Cl:1][C:2]1[C:3]([C:28]2[CH:29]=[N:30][N:31]3[CH:36]=[CH:35][CH:34]=[CH:33][C:32]=23)=[N:4][C:5]([NH:8][C:9]2[C:10]([O:26][CH3:27])=[CH:11][C:12]([N:18]3[CH2:22][CH2:21][C@H:20]([N:23]([CH3:25])[CH3:24])[CH2:19]3)=[C:13]([NH2:15])[CH:14]=2)=[N:6][CH:7]=1, predict the reactants needed to synthesize it. The reactants are: [Cl:1][C:2]1[C:3]([C:28]2[CH:29]=[N:30][N:31]3[CH:36]=[CH:35][CH:34]=[CH:33][C:32]=23)=[N:4][C:5]([NH:8][C:9]2[CH:14]=[C:13]([N+:15]([O-])=O)[C:12]([N:18]3[CH2:22][CH2:21][C@H:20]([N:23]([CH3:25])[CH3:24])[CH2:19]3)=[CH:11][C:10]=2[O:26][CH3:27])=[N:6][CH:7]=1.[NH4+].[Cl-].O.